The task is: Predict the product of the given reaction.. This data is from Forward reaction prediction with 1.9M reactions from USPTO patents (1976-2016). (1) Given the reactants [F:1][C:2]1[CH:12]=[CH:11][CH:10]=[C:9]([F:13])[C:3]=1[C:4]([N:6]=[C:7]=[O:8])=[O:5].[F:14][C:15]1[CH:22]=[C:21]([S:23][C:24]([F:33])([F:32])[C:25]([F:31])([F:30])[C:26]([F:29])([F:28])[F:27])[CH:20]=[CH:19][C:16]=1[NH:17][CH3:18], predict the reaction product. The product is: [F:1][C:2]1[CH:12]=[CH:11][CH:10]=[C:9]([F:13])[C:3]=1[C:4]([NH:6][C:7](=[O:8])[N:17]([C:16]1[CH:19]=[CH:20][C:21]([S:23][C:24]([F:33])([F:32])[C:25]([F:30])([F:31])[C:26]([F:27])([F:28])[F:29])=[CH:22][C:15]=1[F:14])[CH3:18])=[O:5]. (2) Given the reactants [NH2:1][C:2]1[N:3]=[CH:4][C:5]([CH2:8][CH2:9][CH2:10][C@H:11]([NH:15][C:16]([O:18][C:19]([CH3:22])([CH3:21])[CH3:20])=[O:17])[C:12]([OH:14])=O)=[N:6][CH:7]=1.Cl.[F:24][C:25]([F:32])=[C:26]1[CH2:31][CH2:30][NH:29][CH2:28][CH2:27]1, predict the reaction product. The product is: [NH2:1][C:2]1[N:3]=[CH:4][C:5]([CH2:8][CH2:9][CH2:10][C@H:11]([NH:15][C:16](=[O:17])[O:18][C:19]([CH3:22])([CH3:21])[CH3:20])[C:12]([N:29]2[CH2:30][CH2:31][C:26](=[C:25]([F:32])[F:24])[CH2:27][CH2:28]2)=[O:14])=[N:6][CH:7]=1. (3) Given the reactants ClN1C(=O)CCC1=O.[Br:9][C:10]1[C:19]2[C:14](=[CH:15][CH:16]=[CH:17][CH:18]=2)[C:13]([CH:20]=[N:21][OH:22])=[CH:12][CH:11]=1.[Cl:23][C:24]1[CH:29]=[C:28]([C:30]([C:32]([F:35])([F:34])[F:33])=[CH2:31])[CH:27]=[C:26]([Cl:36])[CH:25]=1.C(N(CC)CC)C, predict the reaction product. The product is: [Br:9][C:10]1[C:19]2[C:14](=[CH:15][CH:16]=[CH:17][CH:18]=2)[C:13]([C:20]2[CH2:31][C:30]([C:28]3[CH:27]=[C:26]([Cl:36])[CH:25]=[C:24]([Cl:23])[CH:29]=3)([C:32]([F:33])([F:35])[F:34])[O:22][N:21]=2)=[CH:12][CH:11]=1. (4) Given the reactants NC1N(C2CNC2)N=C(C2C=CC(OC3C=CC=CC=3)=CC=2)C=1C#N.[NH2:26][C:27]1[N:31]([CH:32]2CC[CH2:35][NH:34][CH2:33]2)[N:30]=[C:29]([C:38]2[CH:43]=[CH:42][C:41]([O:44][C:45]3[CH:50]=[CH:49][CH:48]=[CH:47][CH:46]=3)=[CH:40][CH:39]=2)[C:28]=1[C:51]([NH2:53])=[O:52], predict the reaction product. The product is: [NH2:26][C:27]1[N:31]([CH:32]2[CH2:33][NH:34][CH2:35]2)[N:30]=[C:29]([C:38]2[CH:43]=[CH:42][C:41]([O:44][C:45]3[CH:50]=[CH:49][CH:48]=[CH:47][CH:46]=3)=[CH:40][CH:39]=2)[C:28]=1[C:51]([NH2:53])=[O:52]. (5) Given the reactants [CH2:1]1[C:6]2([CH2:11][CH2:10][CH2:9][CH2:8][CH2:7]2)[CH2:5][CH2:4][N:3]([C:12]([NH:14][C@@H:15]([CH2:19][C:20]([F:23])([F:22])[CH3:21])[C:16](O)=[O:17])=[O:13])[CH2:2]1.ON1[C:29]2[N:30]=C[CH:32]=[CH:33][C:28]=2[N:27]=N1.CCN=C=NCCCN(C)C.Cl.C(N1CCOCC1)C, predict the reaction product. The product is: [C:29]([C:28]1([NH:27][C:16]([C@@H:15]([NH:14][C:12]([N:3]2[CH2:2][CH2:1][C:6]3([CH2:11][CH2:10][CH2:9][CH2:8][CH2:7]3)[CH2:5][CH2:4]2)=[O:13])[CH2:19][C:20]([F:22])([F:23])[CH3:21])=[O:17])[CH2:32][CH2:33]1)#[N:30].